Dataset: Forward reaction prediction with 1.9M reactions from USPTO patents (1976-2016). Task: Predict the product of the given reaction. (1) Given the reactants [S:1]1[C:5]2[CH:6]=[CH:7][CH:8]=[CH:9][C:4]=2[CH:3]=[C:2]1[CH:10]=O.C(O)(=O)[CH2:13][C:14]([OH:16])=[O:15].N1C=CC=CC=1.N1CCCCC1, predict the reaction product. The product is: [S:1]1[C:5]2[CH:6]=[CH:7][CH:8]=[CH:9][C:4]=2[CH:3]=[C:2]1/[CH:10]=[CH:13]/[C:14]([OH:16])=[O:15]. (2) The product is: [CH3:1][NH:2][C:3]([C:4]1[CH:9]=[C:8]2[C:7](=[CH:6][C:5]=1[N:16]([CH3:18])[CH3:17])[CH2:12][NH:13][C:10]2=[NH:11])=[O:19]. Given the reactants [CH3:1][NH:2][C:3](=[O:19])[C:4]1[CH:9]=[C:8]([C:10]#[N:11])[C:7]([CH2:12][N:13]=[N+]=[N-])=[CH:6][C:5]=1[N:16]([CH3:18])[CH3:17], predict the reaction product. (3) Given the reactants Cl[C:2]1[CH:7]=[C:6]([Cl:8])[N:5]=[C:4]([S:9][CH3:10])[N:3]=1.[NH2:11][C:12]1[CH:17]=[C:16]([CH3:18])[CH:15]=[CH:14][C:13]=1[NH:19][C:20](=[O:26])[O:21][C:22]([CH3:25])([CH3:24])[CH3:23].C(N(CC)C(C)C)(C)C.O, predict the reaction product. The product is: [Cl:8][C:6]1[N:5]=[C:4]([S:9][CH3:10])[N:3]=[C:2]([NH:11][C:12]2[CH:17]=[C:16]([CH3:18])[CH:15]=[CH:14][C:13]=2[NH:19][C:20](=[O:26])[O:21][C:22]([CH3:24])([CH3:23])[CH3:25])[CH:7]=1. (4) Given the reactants [CH3:1][C:2]1[C:7]([CH:8]([CH2:13][C:14]2[CH:19]=[CH:18][CH:17]=[CH:16][CH:15]=2)[C:9]([O:11]C)=[O:10])=[C:6]([C:20]2[CH:25]=[CH:24][C:23]([CH3:26])=[CH:22][CH:21]=2)[N:5]=[C:4]([N:27]2[CH2:32][CH2:31][CH2:30][CH2:29][CH2:28]2)[N:3]=1.[OH-].[Na+], predict the reaction product. The product is: [CH3:1][C:2]1[C:7]([CH:8]([CH2:13][C:14]2[CH:15]=[CH:16][CH:17]=[CH:18][CH:19]=2)[C:9]([OH:11])=[O:10])=[C:6]([C:20]2[CH:21]=[CH:22][C:23]([CH3:26])=[CH:24][CH:25]=2)[N:5]=[C:4]([N:27]2[CH2:28][CH2:29][CH2:30][CH2:31][CH2:32]2)[N:3]=1.